This data is from Catalyst prediction with 721,799 reactions and 888 catalyst types from USPTO. The task is: Predict which catalyst facilitates the given reaction. (1) Reactant: [BH4-].[Na+].[C:3]([C:6]1[O:7][CH:8]=[C:9]([C:11]([NH:13][C@@H:14]([CH3:30])[CH2:15][N:16]2[CH:20]=[CH:19][C:18]([C:21]3[CH:26]=[CH:25][C:24]([C:27]#[N:28])=[C:23]([Cl:29])[CH:22]=3)=[N:17]2)=[O:12])[N:10]=1)(=[O:5])[CH3:4]. Product: [Cl:29][C:23]1[CH:22]=[C:21]([C:18]2[CH:19]=[CH:20][N:16]([CH2:15][C@@H:14]([NH:13][C:11]([C:9]3[N:10]=[C:6]([CH:3]([OH:5])[CH3:4])[O:7][CH:8]=3)=[O:12])[CH3:30])[N:17]=2)[CH:26]=[CH:25][C:24]=1[C:27]#[N:28]. The catalyst class is: 8. (2) Reactant: [C:1]([C:3]1[CH:4]=[C:5]([NH:9][C:10](=[O:27])[C:11]([N:13]2[CH2:18][CH2:17][CH:16]([CH2:19][C:20]3[CH:25]=[CH:24][C:23]([F:26])=[CH:22][CH:21]=3)[CH2:15][CH2:14]2)=[O:12])[CH:6]=[CH:7][CH:8]=1)#[N:2].[N:28](C[Sn])=[N+:29]=[N-:30]. Product: [F:26][C:23]1[CH:24]=[CH:25][C:20]([CH2:19][CH:16]2[CH2:17][CH2:18][N:13]([C:11](=[O:12])[C:10]([NH:9][C:5]3[CH:6]=[CH:7][CH:8]=[C:3]([C:1]4[NH:30][N:29]=[N:28][N:2]=4)[CH:4]=3)=[O:27])[CH2:14][CH2:15]2)=[CH:21][CH:22]=1. The catalyst class is: 6. (3) Reactant: [Br:1][C:2]1[CH:3]=[N:4][C:5]([C:8]([OH:10])=O)=[N:6][CH:7]=1.CN(C(ON1N=NC2C=CC=CC1=2)=[N+](C)C)C.[B-](F)(F)(F)F.CCN(C(C)C)C(C)C.[CH:42]1([CH2:45][N:46]2[CH2:51][CH2:50][NH:49][CH2:48][CH2:47]2)[CH2:44][CH2:43]1. Product: [Br:1][C:2]1[CH:7]=[N:6][C:5]([C:8]([N:49]2[CH2:50][CH2:51][N:46]([CH2:45][CH:42]3[CH2:44][CH2:43]3)[CH2:47][CH2:48]2)=[O:10])=[N:4][CH:3]=1. The catalyst class is: 3. (4) Reactant: [CH3:1][O:2][C:3]1[CH:19]=[CH:18][C:6]([CH2:7][NH:8][CH2:9][C:10]2[CH:15]=[CH:14][C:13]([O:16][CH3:17])=[CH:12][CH:11]=2)=[CH:5][CH:4]=1.C(N(CC)CC)C.Cl[C:28]1[C:33]([N+:34]([O-:36])=[O:35])=[CH:32][CH:31]=[C:30]([Cl:37])[N:29]=1.[N-]=C=O. Product: [Cl:37][C:30]1[N:29]=[C:28]([N:8]([CH2:7][C:6]2[CH:5]=[CH:4][C:3]([O:2][CH3:1])=[CH:19][CH:18]=2)[CH2:9][C:10]2[CH:15]=[CH:14][C:13]([O:16][CH3:17])=[CH:12][CH:11]=2)[C:33]([N+:34]([O-:36])=[O:35])=[CH:32][CH:31]=1. The catalyst class is: 452.